Dataset: Full USPTO retrosynthesis dataset with 1.9M reactions from patents (1976-2016). Task: Predict the reactants needed to synthesize the given product. (1) Given the product [CH3:22][O:23][C:24](=[O:36])[C:25]1[CH:30]=[C:29]([N:8]2[CH:9]=[C:10]([C:12]3[CH:17]=[CH:16][C:15]([Cl:18])=[CH:14][C:13]=3[Cl:19])[N:11]=[C:7]2[CH2:6][C:5]2[CH:20]=[CH:21][C:2]([Br:1])=[CH:3][CH:4]=2)[CH:28]=[CH:27][C:26]=1[C:32]([F:33])([F:35])[F:34], predict the reactants needed to synthesize it. The reactants are: [Br:1][C:2]1[CH:21]=[CH:20][C:5]([CH2:6][C:7]2[NH:8][CH:9]=[C:10]([C:12]3[CH:17]=[CH:16][C:15]([Cl:18])=[CH:14][C:13]=3[Cl:19])[N:11]=2)=[CH:4][CH:3]=1.[CH3:22][O:23][C:24](=[O:36])[C:25]1[CH:30]=[C:29](F)[CH:28]=[CH:27][C:26]=1[C:32]([F:35])([F:34])[F:33]. (2) Given the product [BrH:11].[Cl:1][C:2]1[C:3]([Br:13])=[N:4][CH:5]=[CH:6][C:7]=1[C:8](=[O:10])[CH3:9], predict the reactants needed to synthesize it. The reactants are: [Cl:1][C:2]1[CH:3]=[N:4][CH:5]=[CH:6][C:7]=1[C:8](=[O:10])[CH3:9].[Br:11]Br.[BrH:13].CC(O)=O. (3) Given the product [C:14]1([N:11]2[CH:12]=[C:7]([C:2]3[CH:3]=[CH:4][CH:5]=[CH:6][N:1]=3)[CH:8]=[CH:9][C:10]2=[O:13])[CH:19]=[CH:18][CH:17]=[CH:16][CH:15]=1, predict the reactants needed to synthesize it. The reactants are: [N:1]1[CH:6]=[CH:5][CH:4]=[CH:3][C:2]=1[C:7]1[CH:8]=[CH:9][C:10](=[O:13])[NH:11][CH:12]=1.[C:14]1(B(O)O)[CH:19]=[CH:18][CH:17]=[CH:16][CH:15]=1.N1C=CC=CC=1.